This data is from Full USPTO retrosynthesis dataset with 1.9M reactions from patents (1976-2016). The task is: Predict the reactants needed to synthesize the given product. (1) Given the product [NH2:27][C@H:31]1[CH2:32][CH2:8][C@H:7]([CH2:2][NH:3][C:2]2[C:7]([C:8]([F:11])([F:10])[F:9])=[CH:6][N:5]=[C:4]([NH:12][CH2:13][C:14]3[CH:19]=[CH:18][CH:17]=[CH:16][C:15]=3[O:20][C:21]([F:24])([F:23])[F:22])[N:3]=2)[CH2:6][CH2:33]1, predict the reactants needed to synthesize it. The reactants are: Cl[C:2]1[C:7]([C:8]([F:11])([F:10])[F:9])=[CH:6][N:5]=[C:4]([NH:12][CH2:13][C:14]2[CH:19]=[CH:18][CH:17]=[CH:16][C:15]=2[O:20][C:21]([F:24])([F:23])[F:22])[N:3]=1.CC[N:27]([CH:31]([CH3:33])[CH3:32])C(C)C. (2) Given the product [Cl:8][C:4]1[N:3]=[C:2]([C:17]2[NH:16][C:24]3[C:19]([CH:18]=2)=[CH:20][C:21]([F:25])=[CH:22][CH:23]=3)[CH:7]=[N:6][CH:5]=1, predict the reactants needed to synthesize it. The reactants are: Cl[C:2]1[CH:7]=[N:6][CH:5]=[C:4]([Cl:8])[N:3]=1.C([N:16]1[C:24]2[C:19](=[CH:20][C:21]([F:25])=[CH:22][CH:23]=2)[CH:18]=[C:17]1B(O)O)(OC(C)(C)C)=O.C([O-])(O)=O.[Na+]. (3) Given the product [CH3:28][N:23]([CH2:22][C:13]1([CH:16]2[CH2:17][CH2:18][CH2:19][CH2:20][CH2:21]2)[CH2:12][CH2:11][N:10]([C:3]([O:5][C:6]([CH3:9])([CH3:8])[CH3:7])=[O:4])[CH2:15][CH2:14]1)[S:24]([CH3:27])(=[O:26])=[O:25], predict the reactants needed to synthesize it. The reactants are: [H-].[Na+].[C:3]([N:10]1[CH2:15][CH2:14][C:13]([CH2:22][NH:23][S:24]([CH3:27])(=[O:26])=[O:25])([CH:16]2[CH2:21][CH2:20][CH2:19][CH2:18][CH2:17]2)[CH2:12][CH2:11]1)([O:5][C:6]([CH3:9])([CH3:8])[CH3:7])=[O:4].[CH3:28]I.